This data is from Full USPTO retrosynthesis dataset with 1.9M reactions from patents (1976-2016). The task is: Predict the reactants needed to synthesize the given product. (1) Given the product [F:1][C:2]1[CH:7]=[CH:6][C:5]([C:8]2[C:12]([CH2:13][O:14][C:15]3[CH:16]=[C:17]([C:21]([N:36]4[CH2:37][C:34]5([CH2:31][O:32][CH2:33]5)[CH2:35]4)=[O:22])[N:18]([CH3:20])[N:19]=3)=[C:11]([CH3:24])[O:10][N:9]=2)=[CH:4][CH:3]=1, predict the reactants needed to synthesize it. The reactants are: [F:1][C:2]1[CH:7]=[CH:6][C:5]([C:8]2[C:12]([CH2:13][O:14][C:15]3[CH:16]=[C:17]([C:21](O)=[O:22])[N:18]([CH3:20])[N:19]=3)=[C:11]([CH3:24])[O:10][N:9]=2)=[CH:4][CH:3]=1.C([O-])(=O)C([O-])=O.[CH2:31]1[C:34]2([CH2:37][NH2+:36][CH2:35]2)[CH2:33][O:32]1.[CH2:31]1[C:34]2([CH2:37][NH2+:36][CH2:35]2)[CH2:33][O:32]1. (2) Given the product [CH3:12][C:9]1[CH:8]=[CH:7][C:6]2[C:11](=[C:2]([NH:23][C:24]3[N:25]=[C:26]([CH3:29])[S:27][CH:28]=3)[N:3]=[CH:4][C:5]=2[C:16]2[CH:15]=[N:14][CH:19]=[CH:18][CH:17]=2)[N:10]=1, predict the reactants needed to synthesize it. The reactants are: Cl[C:2]1[N:3]=[CH:4][C:5](I)=[C:6]2[C:11]=1[N:10]=[C:9]([CH3:12])[CH:8]=[CH:7]2.[N:14]1[CH:19]=[CH:18][CH:17]=[C:16](B(O)O)[CH:15]=1.[NH2:23][C:24]1[N:25]=[C:26]([CH3:29])[S:27][CH:28]=1.